Dataset: Full USPTO retrosynthesis dataset with 1.9M reactions from patents (1976-2016). Task: Predict the reactants needed to synthesize the given product. (1) Given the product [C:22]([CH2:21][O:20][C:6]1[C:7]2[C:8](=[N:9][C:10]([C:13]3[CH:18]=[CH:17][CH:16]=[CH:15][CH:14]=3)=[CH:11][CH:12]=2)[S:19][C:5]=1[C:3]([OH:4])=[O:2])([OH:24])=[O:23], predict the reactants needed to synthesize it. The reactants are: C[O:2][C:3]([C:5]1[S:19][C:8]2=[N:9][C:10]([C:13]3[CH:18]=[CH:17][CH:16]=[CH:15][CH:14]=3)=[CH:11][CH:12]=[C:7]2[C:6]=1[O:20][CH2:21][C:22]([O:24]CC)=[O:23])=[O:4].O.O[Li].O. (2) Given the product [Br:21][C:11]1[CH:12]=[C:7]([C:2]2[CH:3]=[CH:4][CH:5]=[CH:6][N:1]=2)[N:8]=[C:9]([C:14]2[CH:19]=[CH:18][CH:17]=[CH:16][N:15]=2)[CH:10]=1.[N:1]1[CH:6]=[CH:5][CH:4]=[CH:3][C:2]=1[C:7]1[NH:8][C:9]([C:14]2[CH:19]=[CH:18][CH:17]=[CH:16][N:15]=2)=[CH:10][C:11](=[O:13])[CH:12]=1, predict the reactants needed to synthesize it. The reactants are: [N:1]1[CH:6]=[CH:5][CH:4]=[CH:3][C:2]=1[C:7]1[NH:8][C:9]([C:14]2[CH:19]=[CH:18][CH:17]=[CH:16][N:15]=2)=[CH:10][C:11](=[O:13])[CH:12]=1.P(Br)(Br)(Br)(Br)[Br:21].P(Br)(Br)(Br)=O.C([O-])([O-])=O.[K+].[K+]. (3) Given the product [CH3:1][O:2][C:3](=[O:15])[C:4]1[C:9]([O:17][CH3:16])=[C:8]([C:11]([O:13][CH3:14])=[O:12])[CH:7]=[N:6][CH:5]=1, predict the reactants needed to synthesize it. The reactants are: [CH3:1][O:2][C:3](=[O:15])[C:4]1[C:9](Cl)=[C:8]([C:11]([O:13][CH3:14])=[O:12])[CH:7]=[N:6][CH:5]=1.[CH3:16][O-:17].[Na+].